Dataset: Full USPTO retrosynthesis dataset with 1.9M reactions from patents (1976-2016). Task: Predict the reactants needed to synthesize the given product. Given the product [CH:11]([CH2:7][C:6](=[CH2:8])[C:5]([OH:10])=[O:9])=[CH:12][C:13]1[CH:18]=[CH:17][CH:16]=[CH:15][CH:14]=1.[C:19]([O:23][CH2:24][CH2:25][CH2:26][CH3:27])(=[O:22])[CH:20]=[CH2:21].[Na:1].[S:37]([O-:41])([O-:40])(=[O:39])=[O:38].[C:5]([OH:10])(=[O:9])[C:6]([CH3:8])=[CH2:7].[CH2:3]1[O:4][CH2:2]1, predict the reactants needed to synthesize it. The reactants are: [Na:1].[CH2:2]1[O:4][CH2:3]1.[C:5]([OH:10])(=[O:9])[C:6]([CH3:8])=[CH2:7].[CH2:11]=[CH:12][C:13]1[CH:18]=[CH:17][CH:16]=[CH:15][CH:14]=1.[C:19]([O:23][CH2:24][CH2:25][CH2:26][CH3:27])(=[O:22])[CH:20]=[CH2:21].C(OCCCC)(=O)CS.[S:37]([O:41][O:40][S:37]([O-:41])(=[O:39])=[O:38])([O-:40])(=[O:39])=[O:38].[NH4+].[NH4+].